From a dataset of Catalyst prediction with 721,799 reactions and 888 catalyst types from USPTO. Predict which catalyst facilitates the given reaction. (1) Reactant: I[C:2]1[C:10]2[O:9][CH:8]=[CH:7][C:6]=2[CH:5]=[C:4]([N+:11]([O-:13])=[O:12])[CH:3]=1.[OH:14][CH2:15][CH2:16][N:17]1[CH2:22][CH2:21][O:20][CH2:19][CH2:18]1.C(=O)([O-])[O-].[Cs+].[Cs+].N1C2C(=CC=C3C=2N=CC=C3)C=CC=1. Product: [N+:11]([C:4]1[CH:3]=[C:2]([O:14][CH2:15][CH2:16][N:17]2[CH2:22][CH2:21][O:20][CH2:19][CH2:18]2)[C:10]2[O:9][CH:8]=[CH:7][C:6]=2[CH:5]=1)([O-:13])=[O:12]. The catalyst class is: 509. (2) Reactant: [F:1][C:2]1[CH:3]=[CH:4][C:5]([CH3:36])=[C:6]([CH:35]=1)[O:7][CH2:8][C:9]1[C:10]([C:23]2[CH:28]=[C:27]([C:29](OC)=[O:30])[CH:26]=[CH:25][C:24]=2[O:33][CH3:34])=[CH:11][CH:12]=[C:13]2[C:18]=1[N:17]([CH3:19])[C:16](=[O:20])[C:15]([CH3:22])([CH3:21])[NH:14]2.[H-].[Al+3].[Li+].[H-].[H-].[H-].C(OCC)(=O)C.O. Product: [F:1][C:2]1[CH:3]=[CH:4][C:5]([CH3:36])=[C:6]([CH:35]=1)[O:7][CH2:8][C:9]1[C:10]([C:23]2[CH:28]=[C:27]([CH2:29][OH:30])[CH:26]=[CH:25][C:24]=2[O:33][CH3:34])=[CH:11][CH:12]=[C:13]2[C:18]=1[N:17]([CH3:19])[C:16](=[O:20])[C:15]([CH3:22])([CH3:21])[NH:14]2. The catalyst class is: 7.